This data is from Full USPTO retrosynthesis dataset with 1.9M reactions from patents (1976-2016). The task is: Predict the reactants needed to synthesize the given product. (1) The reactants are: [F:1][C:2]([F:9])([C:5]([F:8])([F:7])[F:6])[CH2:3][OH:4].[H-].[Na+].O1CCCC1.CS([C:20]1[N:21]([C:31]2[CH:36]=[CH:35][C:34]([O:37][CH2:38][C:39]([F:42])([F:41])[F:40])=[CH:33][CH:32]=2)[C:22](=[O:30])[C:23]2[CH2:28][C:27](=[O:29])[NH:26][C:24]=2[N:25]=1)=O. Given the product [F:1][C:2]([F:9])([C:5]([F:8])([F:7])[F:6])[CH2:3][O:4][C:20]1[N:21]([C:31]2[CH:32]=[CH:33][C:34]([O:37][CH2:38][C:39]([F:41])([F:40])[F:42])=[CH:35][CH:36]=2)[C:22](=[O:30])[C:23]2[CH2:28][C:27](=[O:29])[NH:26][C:24]=2[N:25]=1, predict the reactants needed to synthesize it. (2) Given the product [Br:1][C:2]1[CH:7]=[CH:6][C:5]2[NH:8][N:10]=[N:9][C:4]=2[CH:3]=1, predict the reactants needed to synthesize it. The reactants are: [Br:1][C:2]1[CH:3]=[C:4]([NH2:9])[C:5]([NH2:8])=[CH:6][CH:7]=1.[N:10]([O-])=O.[Na+]. (3) Given the product [F:22][C:23]1[CH:24]=[C:25]([S:30][C:31]2[CH:32]=[C:33]3[C:39]([NH:40][CH2:52][C:51]4[CH:50]=[CH:49][C:48]([N:45]5[CH2:44][CH2:43][N:42]([CH3:41])[CH2:47][CH2:46]5)=[CH:55][CH:54]=4)=[N:38][NH:37][C:34]3=[N:35][CH:36]=2)[CH:26]=[C:27]([F:29])[CH:28]=1, predict the reactants needed to synthesize it. The reactants are: FC(F)(F)C(O)=O.C(O[BH-](OC(=O)C)OC(=O)C)(=O)C.[Na+].[F:22][C:23]1[CH:24]=[C:25]([S:30][C:31]2[CH:32]=[C:33]3[C:39]([NH2:40])=[N:38][NH:37][C:34]3=[N:35][CH:36]=2)[CH:26]=[C:27]([F:29])[CH:28]=1.[CH3:41][N:42]1[CH2:47][CH2:46][N:45]([C:48]2[CH:55]=[CH:54][C:51]([CH:52]=O)=[CH:50][CH:49]=2)[CH2:44][CH2:43]1. (4) Given the product [C:1]([C:3]1[S:4][C:5]([CH2:8][N:10]=[N+:11]=[N-:12])=[CH:6][CH:7]=1)#[N:2], predict the reactants needed to synthesize it. The reactants are: [C:1]([C:3]1[S:4][C:5]([CH2:8]Br)=[CH:6][CH:7]=1)#[N:2].[N-:10]=[N+:11]=[N-:12].[Na+].C(OCC)(=O)C. (5) Given the product [C:14]([C:11]1[CH:10]=[CH:9][C:8]([NH:7][C@@H:6]([C:20]2[CH:25]=[C:24]([O:26][CH3:27])[C:23]([O:28][CH3:29])=[C:22]([O:30][CH2:63][CH2:61][OH:60])[CH:21]=2)[C:5]2[NH:4][C:3](=[O:33])[N:43]([C:42]3[CH:41]=[CH:40][S:39][C:38]=3[C:36]([OH:35])=[O:37])[N:44]=2)=[CH:13][CH:12]=1)(=[NH:18])[NH2:15], predict the reactants needed to synthesize it. The reactants are: CO[C:3](=[O:33])[N:4]=[C:5](SC)[C:6]([C:20]1[CH:25]=[C:24]([O:26][CH3:27])[C:23]([O:28][CH3:29])=[C:22]([OH:30])[CH:21]=1)=[N:7][C:8]1[CH:13]=[CH:12][C:11]([C:14]2[N:18]=C(C)O[N:15]=2)=[CH:10][CH:9]=1.C[O:35][C:36]([C:38]1[S:39][CH:40]=[CH:41][C:42]=1[NH:43][NH2:44])=[O:37].COC(=O)N=C(SC)C(C1C=C(OC)C=C(O)C=1F)=NC1C=CC(C2N=[C:61]([CH3:63])[O:60]N=2)=CC=1.COC(C1SC=NC=1NN)=O. (6) The reactants are: [CH3:1][O:2][CH2:3][C:4]([OH:6])=O.C(N1C=CN=C1)(N1C=CN=C1)=O.[NH2:19][C:20]1[C:39]([C:40]2[CH:45]=[CH:44][CH:43]=[C:42]([C:46](=[O:57])[NH:47][C:48]3([C:51]4[CH:56]=[CH:55][CH:54]=[CH:53][CH:52]=4)[CH2:50][CH2:49]3)[CH:41]=2)=[CH:38][C:23]2[C:24]([C:34]([NH:36][CH3:37])=[O:35])=[C:25]([C:27]3[CH:32]=[CH:31][C:30]([F:33])=[CH:29][CH:28]=3)[O:26][C:22]=2[CH:21]=1.N12CCCN=C1CCCCC2. Given the product [F:33][C:30]1[CH:31]=[CH:32][C:27]([C:25]2[O:26][C:22]3[CH:21]=[C:20]([NH:19][C:4](=[O:6])[CH2:3][O:2][CH3:1])[C:39]([C:40]4[CH:45]=[CH:44][CH:43]=[C:42]([C:46](=[O:57])[NH:47][C:48]5([C:51]6[CH:52]=[CH:53][CH:54]=[CH:55][CH:56]=6)[CH2:50][CH2:49]5)[CH:41]=4)=[CH:38][C:23]=3[C:24]=2[C:34]([NH:36][CH3:37])=[O:35])=[CH:28][CH:29]=1, predict the reactants needed to synthesize it.